Dataset: Peptide-MHC class I binding affinity with 185,985 pairs from IEDB/IMGT. Task: Regression. Given a peptide amino acid sequence and an MHC pseudo amino acid sequence, predict their binding affinity value. This is MHC class I binding data. (1) The peptide sequence is DWSGYSGSF. The MHC is HLA-A69:01 with pseudo-sequence HLA-A69:01. The binding affinity (normalized) is 0.0847. (2) The peptide sequence is ETIEEPAVE. The MHC is HLA-B35:01 with pseudo-sequence HLA-B35:01. The binding affinity (normalized) is 0.0847. (3) The peptide sequence is MFLAVLYCLL. The binding affinity (normalized) is 0. The MHC is H-2-Kd with pseudo-sequence H-2-Kd. (4) The MHC is HLA-B27:03 with pseudo-sequence HLA-B27:03. The binding affinity (normalized) is 0.0847. The peptide sequence is SLTIPSFYT. (5) The peptide sequence is FATCGLFAL. The MHC is HLA-B07:02 with pseudo-sequence HLA-B07:02. The binding affinity (normalized) is 0.162. (6) The peptide sequence is ILFIMFMLI. The MHC is HLA-A02:06 with pseudo-sequence HLA-A02:06. The binding affinity (normalized) is 0.693. (7) The peptide sequence is KVSVGSYFC. The MHC is HLA-B46:01 with pseudo-sequence HLA-B46:01. The binding affinity (normalized) is 0.0847.